Dataset: Reaction yield outcomes from USPTO patents with 853,638 reactions. Task: Predict the reaction yield, written as a fraction of the theoretical maximum amount of product (1.0 means a 100% yield; for example, 0.34 means a 34% yield). (1) The reactants are [Cl:1][C:2]1[C:11]2[C:6](=[CH:7][CH:8]=[CH:9][CH:10]=2)[CH:5]=[CH:4][C:3]=1[CH2:12][CH2:13][CH2:14][NH2:15].[Cl:16][C:17]1[O:21][C:20]([CH:22]=O)=[CH:19][CH:18]=1. No catalyst specified. The product is [Cl:16][C:17]1[O:21][C:20]([CH2:22][NH:15][CH2:14][CH2:13][CH2:12][C:3]2[CH:4]=[CH:5][C:6]3[C:11](=[CH:10][CH:9]=[CH:8][CH:7]=3)[C:2]=2[Cl:1])=[CH:19][CH:18]=1. The yield is 0.850. (2) The reactants are [CH3:1][NH:2][CH3:3].[Cl:4][C:5]1[CH:10]=[CH:9][C:8]([C:11]2[S:15][C:14]([C:16](O)=[O:17])=[C:13]([C:19]3[CH:24]=[CH:23][C:22]([S:25](=[O:28])(=[O:27])[NH2:26])=[CH:21][CH:20]=3)[C:12]=2[CH3:29])=[CH:7][CH:6]=1.CN(C(ON1N=NC2C=CC=NC1=2)=[N+](C)C)C.F[P-](F)(F)(F)(F)F.CCN(C(C)C)C(C)C. The catalyst is C1COCC1.C(OCC)(=O)C. The product is [Cl:4][C:5]1[CH:10]=[CH:9][C:8]([C:11]2[S:15][C:14]([C:16]([N:2]([CH3:3])[CH3:1])=[O:17])=[C:13]([C:19]3[CH:24]=[CH:23][C:22]([S:25](=[O:28])(=[O:27])[NH2:26])=[CH:21][CH:20]=3)[C:12]=2[CH3:29])=[CH:7][CH:6]=1. The yield is 0.225. (3) The reactants are C[C:2](C)([C:6]([O-:8])=[O:7])[C:3]([O-])=O.[H-].[Na+].BrC1[CH:18]=[CH:17][C:16]([Br:19])=[CH:15][C:14]=1[N+:20]([O-:22])=[O:21].Cl.[CH3:24]N1CCCC1=O. No catalyst specified. The product is [Br:19][C:16]1[CH:17]=[CH:18][C:3]([CH2:2][C:6]([O:8][CH3:24])=[O:7])=[C:14]([N+:20]([O-:22])=[O:21])[CH:15]=1. The yield is 0.510. (4) The reactants are [K].[CH3:2][CH:3]([CH3:5])[O-:4].[K+].Br[C:8]1[CH:9]=[N:10][CH:11]=[C:12]([Br:14])[CH:13]=1. The catalyst is CC(O)C.[Cu]. The product is [Br:14][C:12]1[CH:13]=[C:8]([O:4][CH:3]([CH3:5])[CH3:2])[CH:9]=[N:10][CH:11]=1. The yield is 0.712. (5) The reactants are FC1C=CC(S([N:11]([S:17]([C:20]2[CH:25]=[CH:24][C:23]([N:26]3[CH2:30][CH2:29][C@@H:28](O)[C:27]3=[O:32])=[CH:22][CH:21]=2)(=[O:19])=[O:18])[C:12]2[S:13][CH:14]=[CH:15][N:16]=2)(=O)=O)=CC=1.CCN(C(C)C)C(C)C.S(OS(C(F)(F)F)(=O)=O)(C(F)(F)F)(=O)=O.[Cl:57][C:58]1[CH:63]=[CH:62][C:61]([CH:64]2[CH2:68][CH2:67][NH:66][CH2:65]2)=[CH:60][C:59]=1[CH3:69].N1CCOCC1.C([O-])(O)=O.[Na+]. The catalyst is C(Cl)Cl. The product is [Cl:57][C:58]1[CH:63]=[CH:62][C:61]([CH:64]2[CH2:68][CH2:67][N:66]([C@H:28]3[CH2:29][CH2:30][N:26]([C:23]4[CH:22]=[CH:21][C:20]([S:17]([NH:11][C:12]5[S:13][CH:14]=[CH:15][N:16]=5)(=[O:19])=[O:18])=[CH:25][CH:24]=4)[C:27]3=[O:32])[CH2:65]2)=[CH:60][C:59]=1[CH3:69]. The yield is 0.740. (6) The reactants are C(OC([N:6]1[C:35]2[C:30](=[CH:31][CH:32]=[C:33]([Cl:36])[CH:34]=2)[C:8]2([CH:13]([C:14]3[CH:19]=[CH:18][CH:17]=[C:16]([Cl:20])[CH:15]=3)[CH2:12][C:11](=[O:21])[NH:10][CH:9]2[C:22]2[CH:27]=[CH:26][CH:25]=[C:24]([F:28])[C:23]=2[CH3:29])[C:7]1=[O:37])=O)C.[OH-].[Na+]. The catalyst is CO. The product is [Cl:36][C:33]1[CH:34]=[C:35]2[NH:6][C:7](=[O:37])[C:8]3([CH:13]([C:14]4[CH:19]=[CH:18][CH:17]=[C:16]([Cl:20])[CH:15]=4)[CH2:12][C:11](=[O:21])[NH:10][CH:9]3[C:22]3[CH:27]=[CH:26][CH:25]=[C:24]([F:28])[C:23]=3[CH3:29])[C:30]2=[CH:31][CH:32]=1. The yield is 0.830. (7) The reactants are [CH:1]1([O:7][C:8]2[CH:13]=[C:12]([O:14][CH2:15][CH2:16][O:17][CH3:18])[CH:11]=[CH:10][C:9]=2/[CH:19]=[CH:20]/[C:21]([O:23]CC)=[O:22])[CH2:6][CH2:5][CH2:4][CH2:3][CH2:2]1.[OH-].[Na+]. The catalyst is O1CCCC1.C(O)C. The product is [CH:1]1([O:7][C:8]2[CH:13]=[C:12]([O:14][CH2:15][CH2:16][O:17][CH3:18])[CH:11]=[CH:10][C:9]=2/[CH:19]=[CH:20]/[C:21]([OH:23])=[O:22])[CH2:2][CH2:3][CH2:4][CH2:5][CH2:6]1. The yield is 0.830.